The task is: Predict the reactants needed to synthesize the given product.. This data is from Full USPTO retrosynthesis dataset with 1.9M reactions from patents (1976-2016). (1) Given the product [CH3:24][O:23][C:19]1[CH:20]=[CH:21][CH:22]=[C:3]([O:2][CH3:1])[C:4]=1[CH2:5][O:6][C:7]1[CH:8]=[C:9]([CH2:13][C:14]([OH:16])=[O:15])[CH:10]=[CH:11][CH:12]=1, predict the reactants needed to synthesize it. The reactants are: [CH3:1][O:2][C:3]1[CH:22]=[CH:21][CH:20]=[C:19]([O:23][CH3:24])[C:4]=1[CH2:5][O:6][C:7]1[CH:8]=[C:9]([CH2:13][C:14]([O:16]CC)=[O:15])[CH:10]=[CH:11][CH:12]=1.[OH-].[Na+]. (2) Given the product [NH2:37][C:35]([C@@H:30]([NH:29][C:25]([C:4]1[CH:5]=[N:6][C:7]([N:8]2[CH2:13][CH2:12][CH:11]([N:14]3[C:19]4[CH:20]=[CH:21][CH:22]=[CH:23][C:18]=4[CH2:17][O:16][C:15]3=[O:24])[CH2:10][CH2:9]2)=[C:2]([Cl:1])[CH:3]=1)=[O:27])[CH2:31][CH:32]([CH3:34])[CH3:33])=[O:36], predict the reactants needed to synthesize it. The reactants are: [Cl:1][C:2]1[CH:3]=[C:4]([C:25]([OH:27])=O)[CH:5]=[N:6][C:7]=1[N:8]1[CH2:13][CH2:12][CH:11]([N:14]2[C:19]3[CH:20]=[CH:21][CH:22]=[CH:23][C:18]=3[CH2:17][O:16][C:15]2=[O:24])[CH2:10][CH2:9]1.Cl.[NH2:29][C@H:30]([C:35]([NH2:37])=[O:36])[CH2:31][CH:32]([CH3:34])[CH3:33]. (3) Given the product [F:13][CH:12]([F:14])[O:11][C:9]1[CH:10]=[C:4]2[C:5](=[CH:7][CH:8]=1)[NH:6][C:2]([C:16]1[CH:21]=[CH:20][CH:19]=[CH:18][CH:17]=1)=[CH:3]2, predict the reactants needed to synthesize it. The reactants are: Br[C:2](Br)=[CH:3][C:4]1[CH:10]=[C:9]([O:11][CH:12]([F:14])[F:13])[CH:8]=[CH:7][C:5]=1[NH2:6].[C:16]1(B(O)O)[CH:21]=[CH:20][CH:19]=[CH:18][CH:17]=1.O.P([O-])([O-])([O-])=O.[K+].[K+].[K+].C1(C)C=CC=CC=1. (4) Given the product [NH2:1][N:3]1[C:26]2[C:21](=[CH:22][C:23]([F:27])=[CH:24][CH:25]=2)[C:5]2([CH2:10][CH2:9][N:8]([CH2:11]/[CH:12]=[CH:13]/[C:14]3[CH:15]=[CH:16][C:17]([Cl:20])=[CH:18][CH:19]=3)[CH2:7][CH2:6]2)[CH2:4]1, predict the reactants needed to synthesize it. The reactants are: [N:1]([N:3]1[C:26]2[C:21](=[CH:22][C:23]([F:27])=[CH:24][CH:25]=2)[C:5]2([CH2:10][CH2:9][N:8]([CH2:11]/[CH:12]=[CH:13]/[C:14]3[CH:19]=[CH:18][C:17]([Cl:20])=[CH:16][CH:15]=3)[CH2:7][CH2:6]2)[CH2:4]1)=O.[H-].[Al+3].[Li+].[H-].[H-].[H-].O.[OH-].[Na+]. (5) Given the product [Cl:1][CH2:2][CH2:3][C:4]([OH:5])([CH2:17][CH:16]=[CH2:15])[CH2:7][CH:8]=[CH2:9], predict the reactants needed to synthesize it. The reactants are: [Cl:1][CH2:2][CH2:3][C:4](Cl)=[O:5].[CH2:7]([Mg]Br)[CH:8]=[CH2:9].O.Cl.O1C[CH2:17][CH2:16][CH2:15]1.